Dataset: Catalyst prediction with 721,799 reactions and 888 catalyst types from USPTO. Task: Predict which catalyst facilitates the given reaction. Reactant: [CH2:1](Br)[C:2]#[CH:3].[CH3:5][N:6]1[CH2:11][CH2:10][NH:9][CH2:8][CH2:7]1.C(=O)([O-])[O-].[Cs+].[Cs+]. Product: [CH3:5][N:6]1[CH2:11][CH2:10][N:9]([CH2:1][C:2]#[CH:3])[CH2:8][CH2:7]1. The catalyst class is: 21.